Dataset: Full USPTO retrosynthesis dataset with 1.9M reactions from patents (1976-2016). Task: Predict the reactants needed to synthesize the given product. (1) Given the product [CH2:1]([C:8]1[C:17]2[C:12](=[CH:13][CH:14]=[C:15]([Br:18])[CH:16]=2)[CH2:11][CH2:10][C:9]=1[NH:24][C:20](=[O:23])[CH2:21][CH3:22])[C:2]1[CH:7]=[CH:6][CH:5]=[CH:4][CH:3]=1, predict the reactants needed to synthesize it. The reactants are: [CH2:1]([CH:8]1[C:17]2[C:12](=[CH:13][CH:14]=[C:15]([Br:18])[CH:16]=2)[CH2:11][CH2:10][C:9]1=O)[C:2]1[CH:7]=[CH:6][CH:5]=[CH:4][CH:3]=1.[C:20]([NH2:24])(=[O:23])[CH2:21][CH3:22].CC1C=CC(S(O)(=O)=O)=CC=1.C1(C)C=CC=CC=1. (2) Given the product [Br:14][C:15]1[CH:22]=[C:21]([F:23])[CH:20]=[CH:19][C:16]=1[CH:17]1[C:7]([C:8]([O:10][CH2:11][CH3:12])=[O:9])=[C:6]([CH3:13])[NH:4][C:2](=[O:3])[NH:1]1, predict the reactants needed to synthesize it. The reactants are: [NH2:1][C:2]([NH2:4])=[O:3].O=[C:6]([CH3:13])[CH2:7][C:8]([O:10][CH2:11][CH3:12])=[O:9].[Br:14][C:15]1[CH:22]=[C:21]([F:23])[CH:20]=[CH:19][C:16]=1[CH:17]=O.Cl[Si](C)(C)C.[I-].[Na+]. (3) Given the product [Cl:1][C:2]1[CH:7]=[C:6]([O:8][CH2:9][CH2:10][CH2:11][NH2:14])[CH:5]=[N:4][CH:3]=1, predict the reactants needed to synthesize it. The reactants are: [Cl:1][C:2]1[CH:3]=[N:4][CH:5]=[C:6]([O:8][CH2:9][CH2:10][CH2:11]Cl)[CH:7]=1.[OH-].[NH4+:14]. (4) Given the product [Br:1][C:2]1[C:3]([N:22]2[CH2:21][CH2:20][N:19]([CH2:18][C:17]3[CH:25]=[CH:26][C:14]([Cl:13])=[CH:15][CH:16]=3)[CH2:24][CH2:23]2)=[C:4]([N+:9]([O-:11])=[O:10])[C:5]([NH2:8])=[N:6][CH:7]=1, predict the reactants needed to synthesize it. The reactants are: [Br:1][C:2]1[C:3](Cl)=[C:4]([N+:9]([O-:11])=[O:10])[C:5]([NH2:8])=[N:6][CH:7]=1.[Cl:13][C:14]1[CH:26]=[CH:25][C:17]([CH2:18][N:19]2[CH2:24][CH2:23][NH:22][CH2:21][CH2:20]2)=[CH:16][CH:15]=1.C(N(C(C)C)CC)(C)C. (5) Given the product [NH:1]1[C:9]2[C:4](=[CH:5][C:6]([C:10]3[N:15]=[C:14]([CH2:16][OH:17])[CH:13]=[C:12]([N:19]4[CH2:24][CH2:23][O:22][CH2:21][C@@H:20]4[CH3:25])[N:11]=3)=[CH:7][CH:8]=2)[CH:3]=[CH:2]1, predict the reactants needed to synthesize it. The reactants are: [NH:1]1[C:9]2[C:4](=[CH:5][C:6]([C:10]3[N:15]=[C:14]([C:16](O)=[O:17])[CH:13]=[C:12]([N:19]4[CH2:24][CH2:23][O:22][CH2:21][C@@H:20]4[CH3:25])[N:11]=3)=[CH:7][CH:8]=2)[CH:3]=[CH:2]1. (6) Given the product [CH3:34][NH:30][C:9](=[O:11])[CH2:8][CH:7]([C:1]1[CH:2]=[CH:3][CH:4]=[CH:5][CH:6]=1)[C:12]1[C:16]2[CH:17]=[N:18][CH:19]=[CH:20][C:15]=2[NH:14][CH:13]=1, predict the reactants needed to synthesize it. The reactants are: [C:1]1([CH:7]([C:12]2[C:16]3[CH:17]=[N:18][CH:19]=[CH:20][C:15]=3[NH:14][CH:13]=2)[CH2:8][C:9]([OH:11])=O)[CH:6]=[CH:5][CH:4]=[CH:3][CH:2]=1.CN.F[P-](F)(F)(F)(F)F.[N:30]1(O[P+](N(C)C)(N(C)C)N(C)C)[C:34]2C=CC=CC=2N=N1.